Task: Predict which catalyst facilitates the given reaction.. Dataset: Catalyst prediction with 721,799 reactions and 888 catalyst types from USPTO Reactant: [CH3:1][O:2][C:3]1[N:8]=[CH:7][C:6]([CH2:9][C:10]#[N:11])=[CH:5][CH:4]=1.[C:12](#N)[CH3:13].[C:15]([O:19][CH2:20][CH3:21])(=[O:18])[CH:16]=[CH2:17].[Cl-].[NH4+]. Product: [C:10]([C:9]([C:6]1[CH:7]=[N:8][C:3]([O:2][CH3:1])=[CH:4][CH:5]=1)([CH2:17][CH2:16][C:15]([O:19][CH2:12][CH3:13])=[O:18])[CH2:17][CH2:16][C:15]([O:19][CH2:20][CH3:21])=[O:18])#[N:11]. The catalyst class is: 5.